From a dataset of NCI-60 drug combinations with 297,098 pairs across 59 cell lines. Regression. Given two drug SMILES strings and cell line genomic features, predict the synergy score measuring deviation from expected non-interaction effect. (1) Drug 1: CC=C1C(=O)NC(C(=O)OC2CC(=O)NC(C(=O)NC(CSSCCC=C2)C(=O)N1)C(C)C)C(C)C. Drug 2: CC1=C(N=C(N=C1N)C(CC(=O)N)NCC(C(=O)N)N)C(=O)NC(C(C2=CN=CN2)OC3C(C(C(C(O3)CO)O)O)OC4C(C(C(C(O4)CO)O)OC(=O)N)O)C(=O)NC(C)C(C(C)C(=O)NC(C(C)O)C(=O)NCCC5=NC(=CS5)C6=NC(=CS6)C(=O)NCCC[S+](C)C)O. Cell line: UACC-257. Synergy scores: CSS=65.0, Synergy_ZIP=-1.16, Synergy_Bliss=-0.178, Synergy_Loewe=-41.4, Synergy_HSA=1.14. (2) Drug 1: CC1=C(C=C(C=C1)NC(=O)C2=CC=C(C=C2)CN3CCN(CC3)C)NC4=NC=CC(=N4)C5=CN=CC=C5. Drug 2: CN1C2=C(C=C(C=C2)N(CCCl)CCCl)N=C1CCCC(=O)O.Cl. Cell line: DU-145. Synergy scores: CSS=-7.40, Synergy_ZIP=4.22, Synergy_Bliss=0.410, Synergy_Loewe=-4.25, Synergy_HSA=-6.41.